From a dataset of Forward reaction prediction with 1.9M reactions from USPTO patents (1976-2016). Predict the product of the given reaction. Given the reactants Br[C:2]1[CH:3]=[C:4]2[C@:15]3([N:20]=[C:19]([NH2:21])[CH2:18][O:17][CH2:16]3)[C:14]3[CH:13]=[C:12](Cl)[N:11]=[CH:10][C:9]=3[O:8][C:5]2=[CH:6][CH:7]=1.[CH2:23]([OH:28])[C:24]([CH3:27])([CH3:26])[CH3:25].[F:29][C:30]1[CH:31]=[C:32](B(O)O)[CH:33]=[N:34][CH:35]=1, predict the reaction product. The product is: [F:29][C:30]1[CH:31]=[C:32]([C:2]2[CH:3]=[C:4]3[C@:15]4([N:20]=[C:19]([NH2:21])[CH2:18][O:17][CH2:16]4)[C:14]4[CH:13]=[C:12]([O:28][CH2:23][C:24]([CH3:27])([CH3:26])[CH3:25])[N:11]=[CH:10][C:9]=4[O:8][C:5]3=[CH:6][CH:7]=2)[CH:33]=[N:34][CH:35]=1.